This data is from Forward reaction prediction with 1.9M reactions from USPTO patents (1976-2016). The task is: Predict the product of the given reaction. (1) Given the reactants [Cl:1][Si](C)(C)C.[CH3:6][N:7]([CH:9]1[CH2:14][CH:13]([C:15]2[CH:20]=[CH:19][CH:18]=[CH:17][CH:16]=2)[CH2:12][CH2:11][C:10]1=[CH:21][C:22]([NH:24][CH2:25][CH2:26][C:27]1[C:35]2[C:30](=[CH:31][CH:32]=[CH:33][CH:34]=2)[NH:29][CH:28]=1)=[O:23])[CH3:8], predict the reaction product. The product is: [ClH:1].[CH3:6][N:7]([CH:9]1[CH2:14][CH:13]([C:15]2[CH:20]=[CH:19][CH:18]=[CH:17][CH:16]=2)[CH2:12][CH2:11][C:10]1=[CH:21][C:22]([NH:24][CH2:25][CH2:26][C:27]1[C:35]2[C:30](=[CH:31][CH:32]=[CH:33][CH:34]=2)[NH:29][CH:28]=1)=[O:23])[CH3:8]. (2) Given the reactants [BH4-].[Na+].[CH3:3][C:4]1[O:8][C:7]([C:9]([C@H:11]2[CH2:15][CH2:14][CH2:13][O:12]2)=[O:10])=[CH:6][CH:5]=1.C(OCC)(=O)C.O, predict the reaction product. The product is: [CH3:3][C:4]1[O:8][C:7]([C@@H:9]([CH:11]2[CH2:15][CH2:14][CH2:13][O:12]2)[OH:10])=[CH:6][CH:5]=1. (3) Given the reactants [N:1]1[C:10]2[CH2:9][CH2:8][CH2:7][CH:6]([NH2:11])[C:5]=2[N:4]=[CH:3][CH:2]=1.CO.[NH4+].[OH-].[CH3:16][CH2:17][O:18]C(C)=O, predict the reaction product. The product is: [N:1]1[C:10]2[CH2:9][CH2:8][CH2:7][C@@H:6]([NH:11][C:17](=[O:18])[CH3:16])[C:5]=2[N:4]=[CH:3][CH:2]=1.